From a dataset of Forward reaction prediction with 1.9M reactions from USPTO patents (1976-2016). Predict the product of the given reaction. (1) Given the reactants [C:1](O)(=O)[C:2]1[CH:7]=[CH:6][CH:5]=[CH:4][CH:3]=1.[CH2:10]([SH:13])[CH2:11][CH3:12].P12(SP3(SP(SP(S3)(S1)=S)(=S)S2)=S)=[S:15], predict the reaction product. The product is: [C:1]([S:13][CH2:10][CH2:11][CH3:12])(=[S:15])[C:2]1[CH:7]=[CH:6][CH:5]=[CH:4][CH:3]=1. (2) Given the reactants [NH2:1][C:2]1[C:3]([NH:8][CH2:9][CH3:10])=[N:4][CH:5]=[CH:6][CH:7]=1.C([O-])(O)=O.[Na+].[Br:16][C:17]1[CH:18]=[C:19]([C:24](Cl)=[O:25])[C:20]([Cl:23])=[N:21][CH:22]=1.BrC1C=C(C(O)=O)C(O)=NC=1.O=S(Cl)Cl, predict the reaction product. The product is: [Cl:23][C:20]1[C:19]([C:24]([NH:1][C:2]2[C:3]([NH:8][CH2:9][CH3:10])=[N:4][CH:5]=[CH:6][CH:7]=2)=[O:25])=[CH:18][C:17]([Br:16])=[CH:22][N:21]=1.